This data is from HIV replication inhibition screening data with 41,000+ compounds from the AIDS Antiviral Screen. The task is: Binary Classification. Given a drug SMILES string, predict its activity (active/inactive) in a high-throughput screening assay against a specified biological target. (1) The drug is CCOC(=O)CCC(=NNc1ccc(Cl)cc1[N+](=O)[O-])C(=O)OCC. The result is 0 (inactive). (2) The drug is COCn1c(C(=O)c2ccccc2)c(C)c(=O)[nH]c1=O. The result is 1 (active).